Dataset: Peptide-MHC class I binding affinity with 185,985 pairs from IEDB/IMGT. Task: Regression. Given a peptide amino acid sequence and an MHC pseudo amino acid sequence, predict their binding affinity value. This is MHC class I binding data. (1) The peptide sequence is KSMFWDGMDY. The MHC is HLA-A11:01 with pseudo-sequence HLA-A11:01. The binding affinity (normalized) is 0.948. (2) The peptide sequence is RVYAELAAL. The MHC is HLA-B46:01 with pseudo-sequence HLA-B46:01. The binding affinity (normalized) is 0.0847.